This data is from Peptide-MHC class II binding affinity with 134,281 pairs from IEDB. The task is: Regression. Given a peptide amino acid sequence and an MHC pseudo amino acid sequence, predict their binding affinity value. This is MHC class II binding data. (1) The MHC is DRB1_0802 with pseudo-sequence DRB1_0802. The peptide sequence is LALGMMVLKIVRNME. The binding affinity (normalized) is 0.629. (2) The peptide sequence is GAMLVGQVTLLDLLK. The MHC is HLA-DQA10102-DQB10501 with pseudo-sequence HLA-DQA10102-DQB10501. The binding affinity (normalized) is 0.659. (3) The peptide sequence is LGQQQPFPPQQPYPQPQPF. The MHC is DRB1_1201 with pseudo-sequence DRB1_1201. The binding affinity (normalized) is 0. (4) The peptide sequence is EFVTLAAKFIIEEDS. The MHC is HLA-DQA10501-DQB10301 with pseudo-sequence HLA-DQA10501-DQB10301. The binding affinity (normalized) is 0.137.